From a dataset of Forward reaction prediction with 1.9M reactions from USPTO patents (1976-2016). Predict the product of the given reaction. (1) Given the reactants [Cl:1][C:2]1[CH:7]=[CH:6][CH:5]=[C:4]([O:8][CH2:9][CH3:10])[C:3]=1[F:11].[Br:12]Br, predict the reaction product. The product is: [Br:12][C:7]1[CH:6]=[CH:5][C:4]([O:8][CH2:9][CH3:10])=[C:3]([F:11])[C:2]=1[Cl:1]. (2) The product is: [CH3:1][C:2]1[CH:7]=[CH:6][C:5]([S:8]([O:11][CH2:12][CH:13]2[CH2:17][C:16]3[CH:18]=[CH:19][CH:20]=[C:21]([C:29]4[CH:30]=[C:25]([O:24][CH3:23])[CH:26]=[CH:27][C:28]=4[O:31][CH3:32])[C:15]=3[O:14]2)(=[O:10])=[O:9])=[CH:4][CH:3]=1. Given the reactants [CH3:1][C:2]1[CH:7]=[CH:6][C:5]([S:8]([O:11][CH2:12][CH:13]2[CH2:17][C:16]3[CH:18]=[CH:19][CH:20]=[C:21](Br)[C:15]=3[O:14]2)(=[O:10])=[O:9])=[CH:4][CH:3]=1.[CH3:23][O:24][C:25]1[CH:30]=[CH:29][C:28]([O:31][CH3:32])=[CH:27][C:26]=1B(O)O, predict the reaction product. (3) Given the reactants [CH3:1][C:2]1[N:3]([C:8]2[N:13]=[C:12]([CH2:14][CH:15]([C:18]3[CH:23]=[CH:22][CH:21]=[C:20]([CH2:24][CH2:25][C:26]4[CH:31]=[C:30]([CH3:32])[CH:29]=[C:28]([N:33]5[C:37]([CH3:38])=[CH:36][CH:35]=[C:34]5[CH3:39])[N:27]=4)[N:19]=3)[CH2:16][NH2:17])[CH:11]=[C:10]([CH3:40])[CH:9]=2)[C:4]([CH3:7])=[CH:5][CH:6]=1.[CH3:41][C:42]([O:45][C:46](O[C:46]([O:45][C:42]([CH3:44])([CH3:43])[CH3:41])=[O:47])=[O:47])([CH3:44])[CH3:43].C(N(CC)CC)C, predict the reaction product. The product is: [C:46]([NH:17][CH2:16][CH:15]([C:18]1[CH:23]=[CH:22][CH:21]=[C:20]([CH2:24][CH2:25][C:26]2[CH:31]=[C:30]([CH3:32])[CH:29]=[C:28]([N:33]3[C:37]([CH3:38])=[CH:36][CH:35]=[C:34]3[CH3:39])[N:27]=2)[N:19]=1)[CH2:14][C:12]1[CH:11]=[C:10]([CH3:40])[CH:9]=[C:8]([N:3]2[C:4]([CH3:7])=[CH:5][CH:6]=[C:2]2[CH3:1])[N:13]=1)([O:45][C:42]([CH3:44])([CH3:43])[CH3:41])=[O:47].